The task is: Regression. Given a target protein amino acid sequence and a drug SMILES string, predict the binding affinity score between them. We predict pKi (pKi = -log10(Ki in M); higher means stronger inhibition). Dataset: bindingdb_ki.. This data is from Drug-target binding data from BindingDB using Ki measurements. The small molecule is CC(C)(COP(=O)([O-])OP(=O)([O-])OC[C@H]1O[C@@H](n2cnc3c(N)ncnc32)[C@H](O)[C@@H]1OP(=O)([O-])[O-])[C@@H](O)C(=O)NCCC(=O)NCCSCC(=O)NC[C@H]1O[C@H](O[C@@H]2[C@@H](N)C[C@@H](N)[C@H](O[C@H]3O[C@H](CO)[C@@H](O)[C@H](N)[C@H]3O)[C@H]2O)[C@H](O)[C@@H](O)[C@@H]1O. The target protein sequence is MIISEFDRDNLVLRDQLADLLRLTWPDEYGEQPMKEVERLLEDERIAVSAIEGDELIGFVGAIPQYGQTGWELHPLVVESMYRKQQVGTRLVSYLEKEIASQGGIVVYLGTDDVEGQTSLAIEEDLFEDTFDKLETIQNRKDHPYEFYEKLGYQIVGVIPDANGWNKPDIWMAKRIARKHGSE. The pKi is 7.0.